Dataset: Experimentally validated miRNA-target interactions with 360,000+ pairs, plus equal number of negative samples. Task: Binary Classification. Given a miRNA mature sequence and a target amino acid sequence, predict their likelihood of interaction. (1) The miRNA is cel-miR-268 with sequence GGCAAGAAUUAGAAGCAGUUUGGU. The protein sequence of the target gene is MAALTDFAFMYRWFKNCNLVKNLSEKYVFITGCDSGFGNLLAKQLVDRGMKVLAACLTEEGAQKLLQDTSHQLQTFLLDVTKSENVKEAAQWVRDQVGEQGLWALVNNAGVGLPSGPNEWLTIKDFVKVININLVGLIDVTLNMLPMIKKARGRVVNMSSSGGRVAIFGGGYCVSKFGVEAFSDSIRRELHFFGVKVSIIEPGNYKTSILGQEALESRMKKLWDRLPQETRDSYGEEYFQTYTKKLVNLMRSAEPRISDVTNSMEHAIVSRSPRIRYNPGLDVKFLYLTLAKLPTPVTDF.... Result: 0 (no interaction). (2) The miRNA is hsa-miR-892a with sequence CACUGUGUCCUUUCUGCGUAG. The protein sequence of the target gene is MFYAHFVLSKRGPLAKIWLAAHWDKKLTKAHVFECNLESSVESIISPKVKMALRTSGHLLLGVVRIYHRKAKYLLADCNEAFIKIKMAFRPGVVDLPEENREAAYNAITLPEEFHDFDQPLPDLDDIDVAQQFSLNQSRVEEITMREEVGNISILQENDFGDFGMDDREIMREGSAFEDDDMLVSTTTSNLLLESEQSTSNLNEKINHLEYEDQYKDDNFGEGNDGGILDDKLISNNDGGIFDDPPALSEAGVMLPEQPAHDDMDEDDNVSMGGPDSPDSVDPVEPMPTMTDQTTLVPNE.... Result: 0 (no interaction). (3) The protein sequence of the target gene is MGRRDAQLLAALLVLGLCALAGSEKPSPCQCSRLSPHNRTNCGFPGITSDQCFDNGCCFDSSVTGVPWCFHPLPKQESDQCVMEVSDRRNCGYPGISPEECASRKCCFSNFIFEVPWCFFPKSVEDCHY. Result: 0 (no interaction). The miRNA is hsa-miR-638 with sequence AGGGAUCGCGGGCGGGUGGCGGCCU. (4) The miRNA is hsa-miR-6731-5p with sequence UGGGAGAGCAGGGUAUUGUGGA. The protein sequence of the target gene is MRRTGAPAQADSRGRGRARGGCPGGEATLSQPPPRGGTRGQEPQMKETIMNQEKLAKLQAQVRIGGKGTARRKKKVVHRTATADDKKLQFSLKKLGVNNISGIEEVNMFTNQGTVIHFNNPKVQASLAANTFTITGHAETKQLTEMLPSILNQLGADSLTSLRRLAEALPKQSVDGKAPLATGEDDDDEVPDLVENFDEASKNEAN. Result: 0 (no interaction). (5) The miRNA is dme-miR-79-3p with sequence UAAAGCUAGAUUACCAAAGCAU. Result: 1 (interaction). The protein sequence of the target gene is MCQNKINTNNTMTIKSNKKLSYSVKKLLQKIFKQQQRVEEEQNLKNALKANSLESLESMENSRNADLESASICASLESCENEANERLSQSCEIEDYDFEQLPTVPVHFVRTAHGTFFWTAVSDLPADNDLVEPLYCSTSNAIAIPQDRWVQA.